Dataset: Catalyst prediction with 721,799 reactions and 888 catalyst types from USPTO. Task: Predict which catalyst facilitates the given reaction. (1) Reactant: [CH2:1]([C@H:8]([NH:48]C(=O)OC(C)(C)C)[C@@H:9]([OH:47])[CH2:10][C@H:11]([NH:25][C:26](=[O:46])[C@@H:27]([N:32]1[CH2:36][CH2:35][N:34]([CH2:37][C:38]2[CH:43]=[CH:42][CH:41]=[C:40]([CH3:44])[N:39]=2)[C:33]1=[O:45])[C:28]([CH3:31])([CH3:30])[CH3:29])[CH2:12][C:13]1[CH:18]=[CH:17][C:16]([C:19]2[CH:24]=[CH:23][CH:22]=[CH:21][N:20]=2)=[CH:15][CH:14]=1)[C:2]1[CH:7]=[CH:6][CH:5]=[CH:4][CH:3]=1.FC(F)(F)C(O)=O.[CH3:63][O:64][C:65]([NH:67][C@@H:68]([C:72]([CH3:75])([CH3:74])[CH3:73])[C:69]([OH:71])=O)=[O:66].CCOP(ON1N=NC2C=CC=CC=2C1=O)(OCC)=O.C(N(CC)C(C)C)(C)C. Product: [CH2:1]([C@H:8]([NH:48][C:69]([C@@H:68]([NH:67][C:65](=[O:66])[O:64][CH3:63])[C:72]([CH3:75])([CH3:74])[CH3:73])=[O:71])[C@@H:9]([OH:47])[CH2:10][C@H:11]([NH:25][C:26](=[O:46])[C@@H:27]([N:32]1[CH2:36][CH2:35][N:34]([CH2:37][C:38]2[CH:43]=[CH:42][CH:41]=[C:40]([CH3:44])[N:39]=2)[C:33]1=[O:45])[C:28]([CH3:31])([CH3:30])[CH3:29])[CH2:12][C:13]1[CH:14]=[CH:15][C:16]([C:19]2[CH:24]=[CH:23][CH:22]=[CH:21][N:20]=2)=[CH:17][CH:18]=1)[C:2]1[CH:3]=[CH:4][CH:5]=[CH:6][CH:7]=1. The catalyst class is: 410. (2) Reactant: [H-].[H-].[H-].[H-].[Li+].[Al+3].[CH3:7][O:8][C:9]1[CH:10]=[C:11]([C:15]2[N:20]=[C:19]([CH2:21][C:22]([N:24]3[CH2:29][CH2:28][O:27][CH2:26][CH2:25]3)=O)[N:18]=[C:17]([NH:30][C:31]3[CH:32]=[N:33][CH:34]=[CH:35][CH:36]=3)[CH:16]=2)[CH:12]=[CH:13][CH:14]=1. Product: [CH3:7][O:8][C:9]1[CH:10]=[C:11]([C:15]2[N:20]=[C:19]([CH2:21][CH2:22][N:24]3[CH2:29][CH2:28][O:27][CH2:26][CH2:25]3)[N:18]=[C:17]([NH:30][C:31]3[CH:32]=[N:33][CH:34]=[CH:35][CH:36]=3)[CH:16]=2)[CH:12]=[CH:13][CH:14]=1. The catalyst class is: 1. (3) Reactant: [Cl:1][CH2:2][CH2:3][O:4][C:5]1[C:12]([O:13][CH3:14])=[CH:11][C:8]([CH:9]=O)=[C:7]([N+:15]([O-:17])=[O:16])[CH:6]=1.[C:18]([CH2:20][C:21]([O:23][CH3:24])=[O:22])#[N:19].N1CCCCC1. Product: [C:18](/[C:20](=[CH:9]\[C:8]1[CH:11]=[C:12]([O:13][CH3:14])[C:5]([O:4][CH2:3][CH2:2][Cl:1])=[CH:6][C:7]=1[N+:15]([O-:17])=[O:16])/[C:21]([O:23][CH3:24])=[O:22])#[N:19]. The catalyst class is: 5. (4) The catalyst class is: 4. Reactant: [NH2:1][C:2]1[CH:7]=[C:6]([O:8][CH3:9])[C:5]([F:10])=[CH:4][C:3]=1[S:11]([NH2:14])(=[O:13])=[O:12].[Cl:15][C:16]1[C:21]([Cl:22])=[CH:20][CH:19]=[CH:18][C:17]=1[S:23](Cl)(=[O:25])=[O:24].C(N(CC)CC)C. Product: [Cl:15][C:16]1[C:21]([Cl:22])=[CH:20][CH:19]=[CH:18][C:17]=1[S:23]([NH:1][C:2]1[CH:7]=[C:6]([O:8][CH3:9])[C:5]([F:10])=[CH:4][C:3]=1[S:11](=[O:13])(=[O:12])[NH2:14])(=[O:25])=[O:24]. (5) Reactant: [CH2:1]([O:8][C:9]1[CH:19]=[C:12]2[N:13]=[C:14]([Cl:18])[CH:15]=[C:16](Cl)[N:11]2[N:10]=1)[C:2]1[CH:7]=[CH:6][CH:5]=[CH:4][CH:3]=1.[NH:20]1[CH2:25][CH2:24][O:23][CH2:22][CH2:21]1. Product: [CH2:1]([O:8][C:9]1[CH:19]=[C:12]2[N:13]=[C:14]([Cl:18])[CH:15]=[C:16]([N:20]3[CH2:25][CH2:24][O:23][CH2:22][CH2:21]3)[N:11]2[N:10]=1)[C:2]1[CH:7]=[CH:6][CH:5]=[CH:4][CH:3]=1. The catalyst class is: 12. (6) Reactant: C[N:2](C)/[CH:3]=[CH:4]/[C:5]([C:7]1[CH:8]=[N:9][N:10]([C:12]2[CH:13]=[N:14][CH:15]=[CH:16][CH:17]=2)[CH:11]=1)=O.[NH2:19]N. Product: [N:14]1[CH:15]=[CH:16][CH:17]=[C:12]([N:10]2[CH:11]=[C:7]([C:5]3[CH:4]=[CH:3][NH:2][N:19]=3)[CH:8]=[N:9]2)[CH:13]=1. The catalyst class is: 8. (7) Reactant: [CH3:1][CH:2]([C:4]1[N:8]([CH2:9][CH2:10][C@@H:11]([OH:19])[CH2:12][C@@H:13]([OH:18])[CH2:14][C:15]([O-:17])=[O:16])[C:7]([C:20]2[CH:25]=[CH:24][C:23]([F:26])=[CH:22][CH:21]=2)=[C:6]([C:27]2[CH:32]=[CH:31][CH:30]=[CH:29][CH:28]=2)[C:5]=1[C:33]([NH:35][C:36]1[CH:41]=[CH:40][CH:39]=[CH:38][CH:37]=1)=[O:34])[CH3:3].[CH3:3][CH:2]([C:4]1[N:8]([CH2:9][CH2:10][C@@H:11]([OH:19])[CH2:12][C@@H:13]([OH:18])[CH2:14][C:15]([O-:17])=[O:16])[C:7]([C:20]2[CH:25]=[CH:24][C:23]([F:26])=[CH:22][CH:21]=2)=[C:6]([C:27]2[CH:32]=[CH:31][CH:30]=[CH:29][CH:28]=2)[C:5]=1[C:33]([NH:35][C:36]1[CH:41]=[CH:40][CH:39]=[CH:38][CH:37]=1)=[O:34])[CH3:1].[Ca+2].[CH2:84]([OH:95])[C@H:85]([C@H:87]([C@@H:89]([C@@H:91]([CH2:93][OH:94])[OH:92])[OH:90])[OH:88])[OH:86]. Product: [CH3:3][CH:2]([C:4]1[N:8]([CH2:9][CH2:10][C@@H:11]([OH:19])[CH2:12][C@@H:13]([OH:18])[CH2:14][C:15]([OH:17])=[O:16])[C:7]([C:20]2[CH:21]=[CH:22][C:23]([F:26])=[CH:24][CH:25]=2)=[C:6]([C:27]2[CH:28]=[CH:29][CH:30]=[CH:31][CH:32]=2)[C:5]=1[C:33]([NH:35][C:36]1[CH:37]=[CH:38][CH:39]=[CH:40][CH:41]=1)=[O:34])[CH3:1].[CH2:93]([OH:94])[C@H:91]([C@H:89]([C@@H:87]([C@@H:85]([CH2:84][OH:95])[OH:86])[OH:88])[OH:90])[OH:92]. The catalyst class is: 21. (8) Reactant: [H-].[Na+].[Br:3][C:4]1[C:10]([O:11][CH3:12])=[CH:9][C:7]([NH2:8])=[C:6]([N+:13]([O-:15])=[O:14])[CH:5]=1.Cl[CH2:17][C:18]1[CH:28]=[CH:27][C:21]2[N:22]=[C:23]([S:25][CH3:26])[S:24][C:20]=2[CH:19]=1. Product: [Br:3][C:4]1[C:10]([O:11][CH3:12])=[CH:9][C:7]([NH:8][CH2:17][C:18]2[CH:28]=[CH:27][C:21]3[N:22]=[C:23]([S:25][CH3:26])[S:24][C:20]=3[CH:19]=2)=[C:6]([N+:13]([O-:15])=[O:14])[CH:5]=1. The catalyst class is: 3. (9) Reactant: [CH3:1][O:2][C:3](=[O:19])[CH:4]([O:17][CH3:18])[CH2:5][C:6]1[CH:15]=[C:14]([OH:16])[C:13]2[C:8](=[CH:9][CH:10]=[CH:11][CH:12]=2)[CH:7]=1.[CH3:20][C:21]1[C:26]([CH2:27][CH2:28]O)=[CH:25][CH:24]=[C:23]([C:30]2[CH:35]=[CH:34][C:33]([C:36]([F:39])([F:38])[F:37])=[CH:32][CH:31]=2)[N:22]=1.C1(P(C2C=CC=CC=2)C2C=CC=CC=2)C=CC=CC=1.N(C(OC(C)(C)C)=O)=NC(OC(C)(C)C)=O. Product: [CH3:1][O:2][C:3](=[O:19])[CH:4]([O:17][CH3:18])[CH2:5][C:6]1[CH:15]=[C:14]([O:16][CH2:28][CH2:27][C:26]2[C:21]([CH3:20])=[N:22][C:23]([C:30]3[CH:35]=[CH:34][C:33]([C:36]([F:39])([F:37])[F:38])=[CH:32][CH:31]=3)=[CH:24][CH:25]=2)[C:13]2[C:8](=[CH:9][CH:10]=[CH:11][CH:12]=2)[CH:7]=1. The catalyst class is: 1. (10) Reactant: [C:1]([C:4]1[NH:5][C:6]([C:13]2[CH:22]=[CH:21][CH:20]=[C:19]3[C:14]=2[N:15]=[C:16]([NH:24][C:25]([CH3:28])([CH3:27])[CH3:26])[C:17]([CH3:23])=[N:18]3)=[CH:7][C:8]=1[C:9]([O:11]C)=O)(=O)[CH3:2].O.[NH2:30][NH2:31]. Product: [C:25]([NH:24][C:16]1[C:17]([CH3:23])=[N:18][C:19]2[C:14]([N:15]=1)=[C:13]([C:6]1[NH:5][C:4]3[C:1]([CH3:2])=[N:30][NH:31][C:9](=[O:11])[C:8]=3[CH:7]=1)[CH:22]=[CH:21][CH:20]=2)([CH3:27])([CH3:28])[CH3:26]. The catalyst class is: 8.